Dataset: Full USPTO retrosynthesis dataset with 1.9M reactions from patents (1976-2016). Task: Predict the reactants needed to synthesize the given product. (1) Given the product [C:27]([CH2:26][N:4]=[S:2]([C:5]1[CH:6]=[CH:7][C:8]([CH2:9][N:10]2[C:18](=[O:19])[C:17]3[C:12](=[CH:13][CH:14]=[CH:15][CH:16]=3)[C:11]2=[O:20])=[CH:21][CH:22]=1)([CH3:1])=[O:3])#[N:28], predict the reactants needed to synthesize it. The reactants are: [CH3:1][S:2]([C:5]1[CH:22]=[CH:21][C:8]([CH2:9][N:10]2[C:18](=[O:19])[C:17]3[C:12](=[CH:13][CH:14]=[CH:15][CH:16]=3)[C:11]2=[O:20])=[CH:7][CH:6]=1)(=[NH:4])=[O:3].[H-].[K+].Br[CH2:26][C:27]#[N:28].O. (2) Given the product [C:1]([C:5]1[CH:6]=[C:7]([CH:8]=[C:27]([S:24]([CH2:18][CH2:19][CH2:20][CH2:21][CH2:22][CH3:23])(=[O:26])=[O:25])[C:28]#[N:29])[CH:10]=[C:11]([C:14]([CH3:17])([CH3:16])[CH3:15])[C:12]=1[OH:13])([CH3:4])([CH3:3])[CH3:2], predict the reactants needed to synthesize it. The reactants are: [C:1]([C:5]1[CH:6]=[C:7]([CH:10]=[C:11]([C:14]([CH3:17])([CH3:16])[CH3:15])[C:12]=1[OH:13])[CH:8]=O)([CH3:4])([CH3:3])[CH3:2].[CH2:18]([S:24]([CH2:27][C:28]#[N:29])(=[O:26])=[O:25])[CH2:19][CH2:20][CH2:21][CH2:22][CH3:23]. (3) Given the product [CH2:1]([O:3][C:4]([C:6]1[S:15][C:14]2[C:13]3[CH:16]=[C:17]([O:20][CH2:25][C:26]4[CH:31]=[CH:30][CH:29]=[CH:28][CH:27]=4)[CH:18]=[CH:19][C:12]=3[O:11][C:10]3[CH:21]=[CH:22][CH:23]=[CH:24][C:9]=3[C:8]=2[CH:7]=1)=[O:5])[CH3:2], predict the reactants needed to synthesize it. The reactants are: [CH2:1]([O:3][C:4]([C:6]1[S:15][C:14]2[C:13]3[CH:16]=[C:17]([OH:20])[CH:18]=[CH:19][C:12]=3[O:11][C:10]3[CH:21]=[CH:22][CH:23]=[CH:24][C:9]=3[C:8]=2[CH:7]=1)=[O:5])[CH3:2].[CH2:25](Cl)[C:26]1[CH:31]=[CH:30][CH:29]=[CH:28][CH:27]=1. (4) Given the product [F:9][C:4]1[CH:5]=[C:6]([O:8][CH2:26][CH2:25][N:19]2[CH2:24][CH2:23][CH2:22][CH2:21][CH2:20]2)[CH:7]=[C:2]([F:1])[C:3]=1[N:10]1[CH2:15][CH2:14][N:13]([C:16](=[O:18])[CH3:17])[CH2:12][CH2:11]1, predict the reactants needed to synthesize it. The reactants are: [F:1][C:2]1[CH:7]=[C:6]([OH:8])[CH:5]=[C:4]([F:9])[C:3]=1[N:10]1[CH2:15][CH2:14][N:13]([C:16](=[O:18])[CH3:17])[CH2:12][CH2:11]1.[N:19]1([CH2:25][CH2:26]O)[CH2:24][CH2:23][CH2:22][CH2:21][CH2:20]1.C1C=CC(P(C2C=CC=CC=2)C2C=CC=CC=2)=CC=1.CC(OC(/N=N/C(OC(C)C)=O)=O)C. (5) Given the product [OH:24][NH:23][C:3]([C:5]1[CH:10]=[C:9]([NH:11][C:12](=[O:19])[C:13]2[CH:18]=[CH:17][CH:16]=[CH:15][CH:14]=2)[CH:8]=[CH:7][N:6]=1)=[O:2], predict the reactants needed to synthesize it. The reactants are: C[O:2][C:3]([C:5]1[CH:10]=[C:9]([NH:11][C:12](=[O:19])[C:13]2[CH:18]=[CH:17][CH:16]=[CH:15][CH:14]=2)[CH:8]=[CH:7][N:6]=1)=O.[C-]#N.[K+].[NH2:23][OH:24].C(O)(=O)CC(CC(O)=O)(C(O)=O)O. (6) Given the product [Br:26][CH2:17][C:15]1[CH:16]=[C:11]([C:6]23[CH2:7][CH2:8][C:3]([CH:2]([F:1])[F:18])([CH2:10][CH2:9]2)[CH2:4][CH2:5]3)[N:12]=[CH:13][N:14]=1, predict the reactants needed to synthesize it. The reactants are: [F:1][CH:2]([F:18])[C:3]12[CH2:10][CH2:9][C:6]([C:11]3[CH:16]=[C:15]([CH3:17])[N:14]=[CH:13][N:12]=3)([CH2:7][CH2:8]1)[CH2:5][CH2:4]2.C1C(=O)N([Br:26])C(=O)C1. (7) Given the product [F:1][C:2]1[C:41]([NH:42][S:43]([CH2:46][CH2:47][CH3:48])(=[O:45])=[O:44])=[CH:40][CH:39]=[C:38]([F:49])[C:3]=1[C:4]([NH:6][C:7]1[CH:8]=[C:9]2[CH:15]=[C:14]([C:16]3[CH2:21][CH2:20][NH:19][CH2:18][CH:17]=3)[N:13]([S:29]([C:32]3[CH:37]=[CH:36][CH:35]=[CH:34][CH:33]=3)(=[O:30])=[O:31])[C:10]2=[N:11][CH:12]=1)=[O:5], predict the reactants needed to synthesize it. The reactants are: [F:1][C:2]1[C:41]([NH:42][S:43]([CH2:46][CH2:47][CH3:48])(=[O:45])=[O:44])=[CH:40][CH:39]=[C:38]([F:49])[C:3]=1[C:4]([NH:6][C:7]1[CH:8]=[C:9]2[CH:15]=[C:14]([C:16]3[CH2:21][CH2:20][N:19](C(OC(C)(C)C)=O)[CH2:18][CH:17]=3)[N:13]([S:29]([C:32]3[CH:37]=[CH:36][CH:35]=[CH:34][CH:33]=3)(=[O:31])=[O:30])[C:10]2=[N:11][CH:12]=1)=[O:5].FC(F)(F)C(O)=O.